From a dataset of Full USPTO retrosynthesis dataset with 1.9M reactions from patents (1976-2016). Predict the reactants needed to synthesize the given product. (1) Given the product [C:11]1([C:9]2[CH:10]=[C:6]([C:4]([OH:5])=[O:3])[S:7][C:8]=2[C:17]([F:19])([F:20])[F:18])[CH:12]=[CH:13][CH:14]=[CH:15][CH:16]=1, predict the reactants needed to synthesize it. The reactants are: C([O:3][C:4]([C:6]1[S:7][C:8]([C:17]([F:20])([F:19])[F:18])=[C:9]([C:11]2[CH:16]=[CH:15][CH:14]=[CH:13][CH:12]=2)[CH:10]=1)=[O:5])C. (2) Given the product [F:9][C:5]1[CH:4]=[C:3]([C:10]2[CH:15]=[CH:14][C:13]([S:16]([CH3:19])(=[O:18])=[O:17])=[CH:12][CH:11]=2)[C:2]([C:25]2[CH:26]=[CH:27][C:22]([O:21][CH3:20])=[C:23]([CH3:31])[CH:24]=2)=[CH:7][C:6]=1[F:8], predict the reactants needed to synthesize it. The reactants are: Br[C:2]1[CH:7]=[C:6]([F:8])[C:5]([F:9])=[CH:4][C:3]=1[C:10]1[CH:15]=[CH:14][C:13]([S:16]([CH3:19])(=[O:18])=[O:17])=[CH:12][CH:11]=1.[CH3:20][O:21][C:22]1[CH:27]=[CH:26][C:25](B(O)O)=[CH:24][C:23]=1[CH3:31]. (3) The reactants are: [CH:1]1([CH2:6][CH:7]([C:25]2[NH:36][C:28]3=[N:29][CH:30]=[C:31]([C:33]([OH:35])=[O:34])[CH:32]=[C:27]3[CH:26]=2)[C:8]2[CH:13]=[CH:12][C:11]([C:14]([CH3:23])([O:16]C3CCCCO3)[CH3:15])=[C:10]([F:24])[CH:9]=2)[CH2:5][CH2:4][CH2:3][CH2:2]1. Given the product [CH:1]1([CH2:6][CH:7]([C:25]2[NH:36][C:28]3=[N:29][CH:30]=[C:31]([C:33]([OH:35])=[O:34])[CH:32]=[C:27]3[CH:26]=2)[C:8]2[CH:13]=[CH:12][C:11]([C:14]([OH:16])([CH3:23])[CH3:15])=[C:10]([F:24])[CH:9]=2)[CH2:5][CH2:4][CH2:3][CH2:2]1, predict the reactants needed to synthesize it. (4) The reactants are: [Cl:1][C:2]1[CH:7]=[CH:6][C:5]([CH:8]2[CH:12]([C:13]3[CH:18]=[CH:17][C:16]([Cl:19])=[CH:15][CH:14]=3)[N:11]([C:20]([N:22]3[CH2:27][CH2:26][NH:25][CH2:24][CH2:23]3)=[O:21])[C:10]([C:28]3[CH:33]=[CH:32][C:31]([O:34][CH3:35])=[CH:30][C:29]=3[O:36][CH:37]([CH3:39])[CH3:38])=[N:9]2)=[CH:4][CH:3]=1.[CH2:40]1[O:43][CH:41]1[CH3:42]. Given the product [Cl:1][C:2]1[CH:7]=[CH:6][C:5]([CH:8]2[CH:12]([C:13]3[CH:18]=[CH:17][C:16]([Cl:19])=[CH:15][CH:14]=3)[N:11]([C:20]([N:22]3[CH2:23][CH2:24][N:25]([CH2:40][CH:41]([OH:43])[CH3:42])[CH2:26][CH2:27]3)=[O:21])[C:10]([C:28]3[CH:33]=[CH:32][C:31]([O:34][CH3:35])=[CH:30][C:29]=3[O:36][CH:37]([CH3:39])[CH3:38])=[N:9]2)=[CH:4][CH:3]=1, predict the reactants needed to synthesize it. (5) Given the product [Br:1][C:2]1[CH:10]=[CH:9][C:5]([C:6]([N:20]2[CH2:21][CH2:22][CH2:23][C@H:19]2[CH2:18][N:14]2[CH2:15][CH2:16][CH2:17][C@H:13]2[CH3:12])=[O:8])=[C:4]([F:11])[CH:3]=1, predict the reactants needed to synthesize it. The reactants are: [Br:1][C:2]1[CH:10]=[CH:9][C:5]([C:6]([OH:8])=O)=[C:4]([F:11])[CH:3]=1.[CH3:12][C@@H:13]1[CH2:17][CH2:16][CH2:15][N:14]1[CH2:18][C@@H:19]1[CH2:23][CH2:22][CH2:21][NH:20]1. (6) Given the product [CH2:1]([C:5]1[C:6]([C:27]2[CH:32]=[CH:31][C:30]([OH:33])=[CH:29][CH:28]=2)=[C:7]([O:15][C:16]2[CH:21]=[CH:20][C:19](/[CH:22]=[CH:23]/[C:24]([OH:26])=[O:25])=[CH:18][CH:17]=2)[C:8]2[C:13]([CH:14]=1)=[CH:12][CH:11]=[CH:10][CH:9]=2)[CH2:2][CH2:3][CH3:4], predict the reactants needed to synthesize it. The reactants are: [CH2:1]([C:5]1[C:6]([C:27]2[CH:32]=[CH:31][C:30]([O:33]C)=[CH:29][CH:28]=2)=[C:7]([O:15][C:16]2[CH:21]=[CH:20][C:19](/[CH:22]=[CH:23]/[C:24]([OH:26])=[O:25])=[CH:18][CH:17]=2)[C:8]2[C:13]([CH:14]=1)=[CH:12][CH:11]=[CH:10][CH:9]=2)[CH2:2][CH2:3][CH3:4].B(Br)(Br)Br.